This data is from Catalyst prediction with 721,799 reactions and 888 catalyst types from USPTO. The task is: Predict which catalyst facilitates the given reaction. (1) Reactant: O[C@@H:2]1[CH2:11][C:6]2([CH2:10][CH2:9][CH2:8][CH2:7]2)[C@@H:5]([C:12]([O:14][CH3:15])=[O:13])[C:4]([CH3:16])=[CH:3]1.C([SiH](CC)CC)C.B(F)(F)F.CCOCC.[OH-].[Na+]. Product: [CH3:16][C:4]1[CH:5]([C:12]([O:14][CH3:15])=[O:13])[C:6]2([CH2:11][CH2:2][CH:3]=1)[CH2:10][CH2:9][CH2:8][CH2:7]2. The catalyst class is: 4. (2) Reactant: [Br:1][C:2]1[CH:3]=[C:4]([C:8]2([C:16]#[N:17])[CH2:14][C@@H:13]3[NH:15][C@@H:10]([CH2:11][CH2:12]3)[CH2:9]2)[CH:5]=[N:6][CH:7]=1.C([O-])([O-])=O.[K+].[K+].[I-].[Na+].Cl[C:27]([CH3:31])([CH3:30])[C:28]#[CH:29]. Product: [Br:1][C:2]1[CH:3]=[C:4]([C:8]2([C:16]#[N:17])[CH2:14][C@@H:13]3[N:15]([C:27]([CH3:31])([CH3:30])[C:28]#[CH:29])[C@@H:10]([CH2:11][CH2:12]3)[CH2:9]2)[CH:5]=[N:6][CH:7]=1. The catalyst class is: 3. (3) Reactant: [C:1]1([S:7]([CH2:10][C:11]2[C:16]([C:17]([O:19]CC)=[O:18])=[C:15]([O:22][CH3:23])[C:14]([C:24]3[CH:28]=[CH:27][O:26][N:25]=3)=[CH:13][CH:12]=2)(=[O:9])=[O:8])[CH:6]=[CH:5][CH:4]=[CH:3][CH:2]=1.[OH-].[Li+].O1CCOCC1.Cl. Product: [C:1]1([S:7]([CH2:10][C:11]2[C:16]([C:17]([OH:19])=[O:18])=[C:15]([O:22][CH3:23])[C:14]([C:24]3[CH:28]=[CH:27][O:26][N:25]=3)=[CH:13][CH:12]=2)(=[O:9])=[O:8])[CH:2]=[CH:3][CH:4]=[CH:5][CH:6]=1. The catalyst class is: 32. (4) Reactant: Cl.Cl.[NH2:3][CH2:4][C:5]1[C:10]([CH2:11][CH3:12])=[N:9][C:8]2[N:13]([CH2:16][CH3:17])[N:14]=[CH:15][C:7]=2[C:6]=1[NH:18][CH:19]1[CH2:24][CH2:23][O:22][CH2:21][CH2:20]1.C(N(CC)C(C)C)(C)C.[CH2:34]([O:36][C:37]1[C:38](=O)[C:39](=[O:44])[C:40]=1[O:41]CC)[CH3:35]. Product: [CH2:16]([N:13]1[C:8]2=[N:9][C:10]([CH2:11][CH3:12])=[C:5]([CH2:4][NH:3][C:38]3[C:39](=[O:44])[C:40](=[O:41])[C:37]=3[O:36][CH2:34][CH3:35])[C:6]([NH:18][CH:19]3[CH2:20][CH2:21][O:22][CH2:23][CH2:24]3)=[C:7]2[CH:15]=[N:14]1)[CH3:17]. The catalyst class is: 8. (5) Reactant: [OH:1][CH:2]([CH:7]([N:16]1[C:24]2[C:19](=[CH:20][CH:21]=[CH:22][CH:23]=2)[CH:18]=[CH:17]1)[C:8]1[CH:13]=[CH:12][C:11]([O:14][CH3:15])=[CH:10][CH:9]=1)[C:3]([NH:5][CH3:6])=O.B.O1CCCC1.CO. Product: [N:16]1([CH:7]([C:8]2[CH:9]=[CH:10][C:11]([O:14][CH3:15])=[CH:12][CH:13]=2)[CH:2]([OH:1])[CH2:3][NH:5][CH3:6])[C:24]2[C:19](=[CH:20][CH:21]=[CH:22][CH:23]=2)[CH:18]=[CH:17]1. The catalyst class is: 7. (6) Reactant: [CH3:1][NH:2][CH2:3][C:4]1[CH:9]=[CH:8][CH:7]=[CH:6][CH:5]=1.[CH:10]1[N:15]=[C:14](Cl)[C:13]2[N:17]=[CH:18][N:19]([C@@H:20]3[O:24][C@H:23]([CH2:25][OH:26])[C@@H:22]([OH:27])[C@H:21]3[OH:28])[C:12]=2[N:11]=1. Product: [CH3:1][N:2]([CH2:3][C:4]1[CH:9]=[CH:8][CH:7]=[CH:6][CH:5]=1)[C:14]1[C:13]2[N:17]=[CH:18][N:19]([C:12]=2[N:11]=[CH:10][N:15]=1)[C@@H:20]1[O:24][C@H:23]([CH2:25][OH:26])[C@@H:22]([OH:27])[C@H:21]1[OH:28]. The catalyst class is: 14.